Dataset: CYP3A4 inhibition data for predicting drug metabolism from PubChem BioAssay. Task: Regression/Classification. Given a drug SMILES string, predict its absorption, distribution, metabolism, or excretion properties. Task type varies by dataset: regression for continuous measurements (e.g., permeability, clearance, half-life) or binary classification for categorical outcomes (e.g., BBB penetration, CYP inhibition). Dataset: cyp3a4_veith. (1) The molecule is COc1ccc(C(=O)Nc2cc(C(C)=O)c(/C=C/N(C)C)oc2=O)cc1. The result is 0 (non-inhibitor). (2) The molecule is Cc1ccc(-n2c(-c3cc(C)n(C)n3)n[nH]c2=S)cc1. The result is 1 (inhibitor). (3) The molecule is CCNc1ncc2nc(-c3ccc(OC)cc3)c(=O)n(C[C@H]3CCCO3)c2n1. The result is 1 (inhibitor).